From a dataset of Full USPTO retrosynthesis dataset with 1.9M reactions from patents (1976-2016). Predict the reactants needed to synthesize the given product. (1) Given the product [Cl:19][C:17]1[CH:16]=[CH:15][C:14]2[N:8]([CH2:7][C:6]([CH3:52])([CH3:53])[CH2:5][OH:4])[C:9](=[O:51])[C@@H:10]([CH2:30][C:31]([NH:33][C:34]3[C:35]([O:49][CH3:50])=[C:36]([O:47][CH3:48])[CH:37]=[C:38]([CH2:40][CH2:41][C:42]([OH:44])=[O:43])[CH:39]=3)=[O:32])[O:11][C@H:12]([C:20]3[CH:25]=[CH:24][CH:23]=[C:22]([O:26][CH3:27])[C:21]=3[O:28][CH3:29])[C:13]=2[CH:18]=1, predict the reactants needed to synthesize it. The reactants are: C([O:4][CH2:5][C:6]([CH3:53])([CH3:52])[CH2:7][N:8]1[C:14]2[CH:15]=[CH:16][C:17]([Cl:19])=[CH:18][C:13]=2[C@@H:12]([C:20]2[CH:25]=[CH:24][CH:23]=[C:22]([O:26][CH3:27])[C:21]=2[O:28][CH3:29])[O:11][C@H:10]([CH2:30][C:31]([NH:33][C:34]2[C:35]([O:49][CH3:50])=[C:36]([O:47][CH3:48])[CH:37]=[C:38]([CH2:40][CH2:41][C:42]([O:44]CC)=[O:43])[CH:39]=2)=[O:32])[C:9]1=[O:51])(=O)C.[OH-].[Na+].C(O)C. (2) Given the product [Br:24][C:25]1[CH:30]=[CH:29][C:28]([O:1][C:2]2[CH:3]=[CH:4][C:5]3[N:9]=[C:8]([CH2:10][O:11][C:12]4[CH:13]=[C:14]([CH:19]=[CH:20][CH:21]=4)[C:15]([O:17][CH3:18])=[O:16])[N:7]([CH3:22])[C:6]=3[CH:23]=2)=[N:27][C:26]=1[Cl:32], predict the reactants needed to synthesize it. The reactants are: [OH:1][C:2]1[CH:3]=[CH:4][C:5]2[N:9]=[C:8]([CH2:10][O:11][C:12]3[CH:13]=[C:14]([CH:19]=[CH:20][CH:21]=3)[C:15]([O:17][CH3:18])=[O:16])[N:7]([CH3:22])[C:6]=2[CH:23]=1.[Br:24][C:25]1[C:26]([Cl:32])=[N:27][C:28](F)=[CH:29][CH:30]=1.N1C2C(=CC=C3C=2N=CC=C3)C=CC=1.C(=O)([O-])[O-].[Cs+].[Cs+]. (3) Given the product [F:18][C:2]([F:1])([F:17])[C:3]1[CH:12]=[CH:11][C:10]2[CH2:9][CH:8]([C:13]([OH:15])=[O:14])[CH2:7][CH2:6][C:5]=2[N:4]=1, predict the reactants needed to synthesize it. The reactants are: [F:1][C:2]([F:18])([F:17])[C:3]1[CH:12]=[CH:11][C:10]2[CH2:9][CH:8]([C:13]([O:15]C)=[O:14])[CH2:7][CH2:6][C:5]=2[N:4]=1.[OH-].[Na+]. (4) The reactants are: Cl[C:2]1[C:3]2[NH:10][C:9]([CH3:11])=[C:8]([C:12]([O:14][CH2:15][CH3:16])=[O:13])[C:4]=2[N:5]=[CH:6][N:7]=1.[CH:17]1([CH2:20][O:21][C:22]2[CH:27]=[C:26]([O:28][CH3:29])[C:25]([F:30])=[CH:24][C:23]=2B2OC(C)(C)C(C)(C)O2)[CH2:19][CH2:18]1. Given the product [CH:17]1([CH2:20][O:21][C:22]2[CH:27]=[C:26]([O:28][CH3:29])[C:25]([F:30])=[CH:24][C:23]=2[C:2]2[C:3]3[NH:10][C:9]([CH3:11])=[C:8]([C:12]([O:14][CH2:15][CH3:16])=[O:13])[C:4]=3[N:5]=[CH:6][N:7]=2)[CH2:18][CH2:19]1, predict the reactants needed to synthesize it. (5) Given the product [Br:33][C:34]1[C:35]([F:44])=[C:36]2[C:42]([NH:43][C:8](=[O:10])[CH2:7][C:1]3[CH:2]=[CH:3][CH:4]=[CH:5][CH:6]=3)=[CH:41][NH:40][C:37]2=[N:38][CH:39]=1, predict the reactants needed to synthesize it. The reactants are: [C:1]1([CH2:7][C:8]([OH:10])=O)[CH:6]=[CH:5][CH:4]=[CH:3][CH:2]=1.O=C1N(P(Cl)(N2CCOC2=O)=O)CCO1.C(N(CC)CC)C.[Br:33][C:34]1[C:35]([F:44])=[C:36]2[C:42]([NH2:43])=[CH:41][NH:40][C:37]2=[N:38][CH:39]=1.C([O-])([O-])=O.[Na+].[Na+].